Dataset: NCI-60 drug combinations with 297,098 pairs across 59 cell lines. Task: Regression. Given two drug SMILES strings and cell line genomic features, predict the synergy score measuring deviation from expected non-interaction effect. (1) Drug 1: CCC(=C(C1=CC=CC=C1)C2=CC=C(C=C2)OCCN(C)C)C3=CC=CC=C3.C(C(=O)O)C(CC(=O)O)(C(=O)O)O. Drug 2: CC1C(C(CC(O1)OC2CC(CC3=C2C(=C4C(=C3O)C(=O)C5=CC=CC=C5C4=O)O)(C(=O)C)O)N)O. Cell line: 786-0. Synergy scores: CSS=45.1, Synergy_ZIP=1.21, Synergy_Bliss=-1.09, Synergy_Loewe=-1.60, Synergy_HSA=-0.272. (2) Drug 1: C1=CN(C(=O)N=C1N)C2C(C(C(O2)CO)O)(F)F. Drug 2: CC1=C(C(=CC=C1)Cl)NC(=O)C2=CN=C(S2)NC3=CC(=NC(=N3)C)N4CCN(CC4)CCO. Cell line: NCI-H460. Synergy scores: CSS=76.1, Synergy_ZIP=14.9, Synergy_Bliss=12.9, Synergy_Loewe=-7.85, Synergy_HSA=15.3. (3) Drug 1: C1=C(C(=O)NC(=O)N1)N(CCCl)CCCl. Drug 2: CC1=C(C=C(C=C1)C(=O)NC2=CC(=CC(=C2)C(F)(F)F)N3C=C(N=C3)C)NC4=NC=CC(=N4)C5=CN=CC=C5. Cell line: A549. Synergy scores: CSS=37.2, Synergy_ZIP=5.20, Synergy_Bliss=6.93, Synergy_Loewe=4.62, Synergy_HSA=5.27. (4) Drug 1: CC1=CC2C(CCC3(C2CCC3(C(=O)C)OC(=O)C)C)C4(C1=CC(=O)CC4)C. Drug 2: C1C(C(OC1N2C=C(C(=O)NC2=O)F)CO)O. Cell line: NCI-H226. Synergy scores: CSS=-0.903, Synergy_ZIP=3.29, Synergy_Bliss=1.51, Synergy_Loewe=-4.71, Synergy_HSA=-4.26. (5) Drug 1: CN(C)N=NC1=C(NC=N1)C(=O)N. Drug 2: C1=CC(=CC=C1C#N)C(C2=CC=C(C=C2)C#N)N3C=NC=N3. Cell line: ACHN. Synergy scores: CSS=3.80, Synergy_ZIP=-5.63, Synergy_Bliss=-2.31, Synergy_Loewe=-1.97, Synergy_HSA=-1.02. (6) Drug 1: CC(C1=C(C=CC(=C1Cl)F)Cl)OC2=C(N=CC(=C2)C3=CN(N=C3)C4CCNCC4)N. Drug 2: CCN(CC)CCNC(=O)C1=C(NC(=C1C)C=C2C3=C(C=CC(=C3)F)NC2=O)C. Cell line: UACC-257. Synergy scores: CSS=2.08, Synergy_ZIP=0.738, Synergy_Bliss=2.38, Synergy_Loewe=0.872, Synergy_HSA=1.06. (7) Drug 2: C1=NC2=C(N=C(N=C2N1C3C(C(C(O3)CO)O)F)Cl)N. Synergy scores: CSS=0.273, Synergy_ZIP=-2.19, Synergy_Bliss=-8.23, Synergy_Loewe=-49.3, Synergy_HSA=-12.2. Cell line: BT-549. Drug 1: CN(C)C1=NC(=NC(=N1)N(C)C)N(C)C. (8) Drug 1: CC1OCC2C(O1)C(C(C(O2)OC3C4COC(=O)C4C(C5=CC6=C(C=C35)OCO6)C7=CC(=C(C(=C7)OC)O)OC)O)O. Drug 2: COC1=C2C(=CC3=C1OC=C3)C=CC(=O)O2. Cell line: NCI-H322M. Synergy scores: CSS=2.82, Synergy_ZIP=-2.22, Synergy_Bliss=-4.93, Synergy_Loewe=-6.38, Synergy_HSA=-4.42. (9) Drug 1: C1=C(C(=O)NC(=O)N1)N(CCCl)CCCl. Drug 2: C1CNP(=O)(OC1)N(CCCl)CCCl. Cell line: CAKI-1. Synergy scores: CSS=51.7, Synergy_ZIP=12.7, Synergy_Bliss=11.5, Synergy_Loewe=-21.8, Synergy_HSA=7.59.